Task: Predict the product of the given reaction.. Dataset: Forward reaction prediction with 1.9M reactions from USPTO patents (1976-2016) (1) Given the reactants [C:1]([O:5][C:6]([N:8]1[C@@H:12](/[CH:13]=[CH:14]/[C:15]2[CH:20]=[CH:19][C:18](I)=[CH:17][CH:16]=2)[CH2:11][O:10][C:9]1([CH3:23])[CH3:22])=[O:7])([CH3:4])([CH3:3])[CH3:2].[Cl:24][C:25]1[C:34]([Cl:35])=[CH:33][CH:32]=[C:31]2[C:26]=1[CH2:27][CH2:28][NH:29][C:30]2=[O:36].CNCCNC.P([O-])([O-])([O-])=O.[K+].[K+].[K+], predict the reaction product. The product is: [Cl:24][C:25]1[C:34]([Cl:35])=[CH:33][CH:32]=[C:31]2[C:26]=1[CH2:27][CH2:28][N:29]([C:18]1[CH:19]=[CH:20][C:15](/[CH:14]=[CH:13]/[C@H:12]3[CH2:11][O:10][C:9]([CH3:23])([CH3:22])[N:8]3[C:6]([O:5][C:1]([CH3:4])([CH3:3])[CH3:2])=[O:7])=[CH:16][CH:17]=1)[C:30]2=[O:36]. (2) Given the reactants [O:1]1[CH:5]=[CH:4][C:3]([C:6]2[NH:10][C:9]([C:11]([OH:13])=O)=[C:8]([C:14]3[CH:19]=[CH:18][C:17]([OH:20])=[CH:16][CH:15]=3)[CH:7]=2)=[CH:2]1.Cl.[NH2:22][CH2:23][C:24]1[CH:33]=[CH:32][C:27]([C:28]([O:30][CH3:31])=[O:29])=[CH:26][CH:25]=1.C(N(CC)CC)C.ON1C2C=CC=CC=2N=N1.Cl.CN(C)CCCN=C=NCC.CN1CCOCC1, predict the reaction product. The product is: [O:1]1[CH:5]=[CH:4][C:3]([C:6]2[NH:10][C:9]([C:11]([NH:22][CH2:23][C:24]3[CH:25]=[CH:26][C:27]([C:28]([O:30][CH3:31])=[O:29])=[CH:32][CH:33]=3)=[O:13])=[C:8]([C:14]3[CH:19]=[CH:18][C:17]([OH:20])=[CH:16][CH:15]=3)[CH:7]=2)=[CH:2]1. (3) Given the reactants [CH3:1][C:2]1([CH3:18])[O:17][C:6]2=[CH:7][C:8]3[C:9]([CH3:16])=[CH:10][C:11]([CH3:15])=[N:12][C:13]=3[CH:14]=[C:5]2[CH:4]=[CH:3]1.ClC1C=[C:22](C=CC=1)[C:23]([O:25]O)=[O:24].C(OC(=O)C)(=O)C, predict the reaction product. The product is: [C:23]([O:25][CH2:15][C:11]1[CH:10]=[C:9]([CH3:16])[C:8]2[CH:7]=[C:6]3[O:17][C:2]([CH3:18])([CH3:1])[CH:3]=[CH:4][C:5]3=[CH:14][C:13]=2[N:12]=1)(=[O:24])[CH3:22]. (4) The product is: [Br:8][C:4]1[CH:3]=[C:2]([C:16]2[C:15]3[C:24]4=[C:23]5[C:12](=[CH:13][CH:14]=3)[CH:11]=[CH:10][CH:9]=[C:22]5[CH:21]=[CH:20][C:19]4=[CH:18][CH:17]=2)[CH:7]=[CH:6][CH:5]=1. Given the reactants Br[C:2]1[CH:7]=[CH:6][CH:5]=[C:4]([Br:8])[CH:3]=1.[C:9]1(B(O)O)[C:22]2[C:23]3=[C:24]4[C:19](=[CH:20][CH:21]=2)[CH:18]=[CH:17][CH:16]=[C:15]4[CH:14]=[CH:13][C:12]3=[CH:11][CH:10]=1.C([O-])([O-])=O.[Na+].[Na+].CCO, predict the reaction product. (5) The product is: [Cl:9][C:10]1[CH:11]=[C:12]([NH:13][C:2]2[CH:3]=[C:4]([NH2:8])[N:5]=[CH:6][N:7]=2)[CH:14]=[CH:15][CH:16]=1. Given the reactants Cl[C:2]1[N:7]=[CH:6][N:5]=[C:4]([NH2:8])[CH:3]=1.[Cl:9][C:10]1[CH:11]=[C:12]([CH:14]=[CH:15][CH:16]=1)[NH2:13], predict the reaction product. (6) Given the reactants [ClH:1].[NH2:2][C@@H:3]([C:10]1[CH:15]=[CH:14][CH:13]=[CH:12][CH:11]=1)[C:4]([O:6][CH2:7][CH2:8][CH3:9])=[O:5].[P:16](Cl)(Cl)(=[O:28])[O:17][C:18]1[C:27]2[C:22](=[CH:23][CH:24]=[CH:25][CH:26]=2)[CH:21]=[CH:20][CH:19]=1, predict the reaction product. The product is: [Cl:1][C:19]1[CH:20]=[CH:21][C:22]2[C:27](=[CH:26][CH:25]=[CH:24][CH:23]=2)[C:18]=1[O:17][P:16](=[N:2][C@@H:3]([C:10]1[CH:11]=[CH:12][CH:13]=[CH:14][CH:15]=1)[C:4]([O:6][CH2:7][CH2:8][CH3:9])=[O:5])=[O:28]. (7) Given the reactants C1(P(=O)([C:14]2[CH:19]=CC=CC=2)C2C=CC=CC=2)C=CC=CC=1.C(Cl)(=O)C(Cl)=O.[P:27]([O:39][CH2:40][C@@H:41]1[C@@H:48]2[C@@H:44]([O:45]C(C)(C)[O:47]2)[C@H:43]([N:51]2[C:56](/[CH:57]=[N:58]/O)=[C:55]([CH3:60])[C:54](=[O:61])[NH:53][C:52]2=[O:62])[O:42]1)([O:34]C(C)(C)C)([O:29]C(C)(C)C)=[O:28], predict the reaction product. The product is: [P:27]([O-:29])([O-:34])([O:39][CH2:40][C@@H:41]1[C@@H:48]([OH:47])[C@@H:44]([OH:45])[C@H:43]([N:51]2[C:56]([C:57]#[N:58])=[C:55]([CH3:60])[C:54](=[O:61])[NH:53][C:52]2=[O:62])[O:42]1)=[O:28].[CH2:43]([NH+:51]([CH2:19][CH3:14])[CH2:56][CH3:55])[CH3:44].